Dataset: Catalyst prediction with 721,799 reactions and 888 catalyst types from USPTO. Task: Predict which catalyst facilitates the given reaction. (1) Reactant: [Si:1]([O:8][CH2:9][C@@H:10]1[C:15]([CH3:16])=[CH:14][C@H:13](O)[CH2:12][N:11]1[C:18]([O:20][C:21]([CH3:24])([CH3:23])[CH3:22])=[O:19])([C:4]([CH3:7])([CH3:6])[CH3:5])([CH3:3])[CH3:2].[CH2:25]([O:28][NH:29][S:30]([C:33]1[CH:38]=[CH:37][CH:36]=[CH:35][C:34]=1[N+:39]([O-:41])=[O:40])(=[O:32])=[O:31])[CH:26]=[CH2:27].C1(P(C2C=CC=CC=2)C2C=CC=CC=2)C=CC=CC=1.N(/C(OC(C)C)=O)=N\C(OC(C)C)=O. Product: [CH2:25]([O:28][N:29]([C@H:13]1[CH2:12][N:11]([C:18]([O:20][C:21]([CH3:22])([CH3:24])[CH3:23])=[O:19])[C@H:10]([CH2:9][O:8][Si:1]([C:4]([CH3:5])([CH3:7])[CH3:6])([CH3:2])[CH3:3])[C:15]([CH3:16])=[CH:14]1)[S:30]([C:33]1[CH:38]=[CH:37][CH:36]=[CH:35][C:34]=1[N+:39]([O-:41])=[O:40])(=[O:32])=[O:31])[CH:26]=[CH2:27]. The catalyst class is: 11. (2) Reactant: [Cl:1][C:2]1[CH:3]=[C:4]([C:9]2([C:28]([F:31])([F:30])[F:29])[O:13][N:12]=[C:11]([C:14]3[C:22]4[N:18]([CH:19]=[CH:20][CH:21]=4)[C:17]([C:23]([O:25]CC)=[O:24])=[CH:16][CH:15]=3)[CH2:10]2)[CH:5]=[C:6]([Cl:8])[CH:7]=1.[OH-].[Na+].[ClH:34]. Product: [Cl:1][C:2]1[CH:3]=[C:4]([C:9]2([C:28]([F:30])([F:31])[F:29])[O:13][N:12]=[C:11]([C:14]3[C:22]4[N:18]([CH:19]=[CH:20][CH:21]=4)[C:17]([C:23]([OH:25])=[O:24])=[CH:16][CH:15]=3)[CH2:10]2)[CH:5]=[C:6]([Cl:8])[C:7]=1[Cl:34]. The catalyst class is: 72. (3) Reactant: Cl[C:2]1[CH:11]=[CH:10][C:9]2[C:8]([C:12]([NH:14][CH2:15][C:16]34[CH2:25][CH:20]5[CH2:21][CH:22]([CH2:24][CH:18]([CH2:19]5)[CH2:17]3)[CH2:23]4)=[O:13])=[C:7]([Cl:26])[CH:6]=[CH:5][C:4]=2[N:3]=1.C(N(CC)CC)C.C([O:36][C:37]([CH:39]1[CH2:44][CH2:43][NH:42][CH2:41][CH2:40]1)=[O:38])C. Product: [Cl:26][C:7]1[C:8]([C:12]([NH:14][CH2:15][C:16]23[CH2:25][CH:20]4[CH2:19][CH:18]([CH2:24][CH:22]([CH2:21]4)[CH2:23]2)[CH2:17]3)=[O:13])=[C:9]2[C:4](=[CH:5][CH:6]=1)[N:3]=[C:2]([N:42]1[CH2:43][CH2:44][CH:39]([C:37]([OH:38])=[O:36])[CH2:40][CH2:41]1)[CH:11]=[CH:10]2. The catalyst class is: 10. (4) Reactant: [C:1]([O:5][C:6]([N:8]1[C@H:13]([C:14]([CH3:22])([CH3:21])[O:15][SiH2:16][C:17]([CH3:20])([CH3:19])[CH3:18])[CH2:12][C@:11]2([CH2:23][OH:24])[C@H:9]1[CH2:10]2)=[O:7])([CH3:4])([CH3:3])[CH3:2].CCN(CC)CC.[CH3:32][S:33](Cl)(=[O:35])=[O:34].C([O-])(O)=O.[Na+]. Product: [C:1]([O:5][C:6]([N:8]1[C@H:13]([C:14]([CH3:22])([CH3:21])[O:15][SiH2:16][C:17]([CH3:20])([CH3:19])[CH3:18])[CH2:12][C@:11]2([CH2:23][O:24][S:33]([CH3:32])(=[O:35])=[O:34])[C@H:9]1[CH2:10]2)=[O:7])([CH3:4])([CH3:3])[CH3:2]. The catalyst class is: 2. (5) Reactant: [CH2:1]([NH:8][C:9](=[O:28])[C@@H:10]([CH2:19][O:20]CC1C=CC=CC=1)[NH:11]C(OC(C)(C)C)=O)[C:2]1[CH:7]=[CH:6][CH:5]=[CH:4][CH:3]=1.Cl. Product: [CH2:1]([NH:8][C:9](=[O:28])[C@@H:10]([CH:19]([CH2:1][C:2]1[CH:7]=[CH:6][CH:5]=[CH:4][CH:3]=1)[OH:20])[NH2:11])[C:2]1[CH:3]=[CH:4][CH:5]=[CH:6][CH:7]=1. The catalyst class is: 4.